Dataset: Forward reaction prediction with 1.9M reactions from USPTO patents (1976-2016). Task: Predict the product of the given reaction. Given the reactants CCN(CC)CC.Br[C:9]1[CH:14]=[CH:13][C:12]([C@@H:15]([N:17]2[CH2:22][CH2:21][C@:20]([CH2:29][C:30]([OH:33])([CH3:32])[CH3:31])([C:23]3[CH:28]=[CH:27][CH:26]=[CH:25][CH:24]=3)[O:19][C:18]2=[O:34])[CH3:16])=[CH:11][CH:10]=1.CN(C)[CH:37]=[O:38].[CH3:40][OH:41], predict the reaction product. The product is: [CH3:40][O:41][C:37](=[O:38])[C:9]1[CH:14]=[CH:13][C:12]([C@@H:15]([N:17]2[CH2:22][CH2:21][C@:20]([CH2:29][C:30]([OH:33])([CH3:31])[CH3:32])([C:23]3[CH:28]=[CH:27][CH:26]=[CH:25][CH:24]=3)[O:19][C:18]2=[O:34])[CH3:16])=[CH:11][CH:10]=1.